This data is from Full USPTO retrosynthesis dataset with 1.9M reactions from patents (1976-2016). The task is: Predict the reactants needed to synthesize the given product. (1) Given the product [C:1]1([C:8]2[CH:13]=[CH:12][CH:11]=[CH:10][CH:9]=2)[CH:2]=[CH:3][C:4]([NH:7][C:27](=[O:28])[C:26]2[CH:30]=[CH:31][C:23]([O:22][CH3:21])=[C:24]([N+:32]([O-:34])=[O:33])[CH:25]=2)=[CH:5][CH:6]=1, predict the reactants needed to synthesize it. The reactants are: [C:1]1([C:8]2[CH:13]=[CH:12][CH:11]=[CH:10][CH:9]=2)[CH:6]=[CH:5][C:4]([NH2:7])=[CH:3][CH:2]=1.C(N(CC)CC)C.[CH3:21][O:22][C:23]1[CH:31]=[CH:30][C:26]([C:27](Cl)=[O:28])=[CH:25][C:24]=1[N+:32]([O-:34])=[O:33].O. (2) Given the product [C:12]1([C:43]2[CH:48]=[CH:47][CH:46]=[CH:45][CH:44]=2)[CH:17]=[CH:16][C:15]([C:18]2[N:23]=[C:22]([C:24]3[CH:29]=[CH:28][C:27]([C:30]4[CH:35]=[CH:34][CH:33]=[CH:32][CH:31]=4)=[CH:26][CH:25]=3)[N:21]=[C:20]([C:36]3[CH:41]=[CH:40][C:39]([C:50]4[CH:51]=[CH:52][C:53]([C:56]5[CH:61]=[CH:60][N:59]=[CH:58][CH:57]=5)=[N:54][CH:55]=4)=[CH:38][CH:37]=3)[N:19]=2)=[CH:14][CH:13]=1, predict the reactants needed to synthesize it. The reactants are: CCCCCC.C([Li])CCC.[C:12]1([C:43]2[CH:48]=[CH:47][CH:46]=[CH:45][CH:44]=2)[CH:17]=[CH:16][C:15]([C:18]2[N:23]=[C:22]([C:24]3[CH:29]=[CH:28][C:27]([C:30]4[CH:35]=[CH:34][CH:33]=[CH:32][CH:31]=4)=[CH:26][CH:25]=3)[N:21]=[C:20]([C:36]3[CH:41]=[CH:40][C:39](Br)=[CH:38][CH:37]=3)[N:19]=2)=[CH:14][CH:13]=1.Br[C:50]1[CH:51]=[CH:52][C:53]([C:56]2[CH:61]=[CH:60][N:59]=[CH:58][CH:57]=2)=[N:54][CH:55]=1. (3) The reactants are: [CH:1]1([C:4](Cl)=[O:5])[CH2:3][CH2:2]1.[Al+3].[Cl-].[Cl-].[Cl-].[CH3:11][C:12]1([CH3:21])[S:16][C:15]2[CH:17]=[CH:18][CH:19]=[CH:20][C:14]=2[O:13]1.[OH-].[Na+]. Given the product [CH:1]1([C:4]([C:18]2[CH:19]=[CH:20][C:14]3[O:13][C:12]([CH3:11])([CH3:21])[S:16][C:15]=3[CH:17]=2)=[O:5])[CH2:3][CH2:2]1, predict the reactants needed to synthesize it. (4) The reactants are: Cl[C:2]1[C:11]2[C:6](=[CH:7][CH:8]=[C:9]([C:12]([N:14]3[CH2:17][CH:16]([O:18][CH3:19])[CH2:15]3)=[O:13])[CH:10]=2)[C:5]([NH2:20])=[N:4][CH:3]=1.[CH3:21][N:22]1[C:30]2[C:25](=[CH:26][C:27](B3OC(C)(C)C(C)(C)O3)=[CH:28][CH:29]=2)[CH2:24][C:23]1=[O:40].CC([O-])=O.[K+].CN(C)C=O. Given the product [NH2:20][C:5]1[C:6]2[C:11](=[CH:10][C:9]([C:12]([N:14]3[CH2:17][CH:16]([O:18][CH3:19])[CH2:15]3)=[O:13])=[CH:8][CH:7]=2)[C:2]([C:27]2[CH:26]=[C:25]3[C:30](=[CH:29][CH:28]=2)[N:22]([CH3:21])[C:23](=[O:40])[CH2:24]3)=[CH:3][N:4]=1, predict the reactants needed to synthesize it. (5) The reactants are: [F:1][CH:2]([F:5])[CH2:3]Cl.[CH3:6][O:7][C:8]1[CH:15]=[CH:14][C:11]([CH2:12][NH2:13])=[CH:10][CH:9]=1. Given the product [F:1][CH:2]([F:5])[CH2:3][NH:13][CH2:12][C:11]1[CH:14]=[CH:15][C:8]([O:7][CH3:6])=[CH:9][CH:10]=1, predict the reactants needed to synthesize it. (6) Given the product [CH:36]([CH2:35][CH2:22][CH2:21][CH2:20][C:48]([OH:50])=[O:49])=[O:37], predict the reactants needed to synthesize it. The reactants are: [Cl-].[Mg+2].[Cl-].CC1C(O)=C(C=O)C(COP(O)(O)=O)=CN=1.[CH3:20][C:21]1[N+](CC2C(N)=NC(C)=NC=2)=CS[C:22]=1[CH2:35][CH2:36][O:37]P(OP(O)(O)=O)(O)=O.C(CC([O-])=O)([C:48]([OH:50])=[O:49])=O.